Dataset: Full USPTO retrosynthesis dataset with 1.9M reactions from patents (1976-2016). Task: Predict the reactants needed to synthesize the given product. Given the product [O:1]1[C:10]2[C:5](=[CH:6][CH:7]=[CH:8][CH:9]=2)[CH:4]([C:11]2[CH:12]=[CH:13][C:14]([C:15]([NH:17][C@@H:18]3[CH2:26][C@:21]4([O:25][CH2:24][CH2:23][CH2:22]4)[CH2:20][C@@H:19]3[C:27]([O:29][CH3:30])=[O:28])=[O:16])=[CH:31][CH:32]=2)[CH2:3][CH2:2]1, predict the reactants needed to synthesize it. The reactants are: [O:1]1[C:10]2[C:5](=[CH:6][CH:7]=[CH:8][CH:9]=2)[C:4]([C:11]2[CH:32]=[CH:31][C:14]([C:15]([NH:17][C@@H:18]3[CH2:26][C@:21]4([O:25][CH2:24][CH2:23][CH2:22]4)[CH2:20][C@@H:19]3[C:27]([O:29][CH3:30])=[O:28])=[O:16])=[CH:13][CH:12]=2)=[CH:3][CH2:2]1.